Dataset: Catalyst prediction with 721,799 reactions and 888 catalyst types from USPTO. Task: Predict which catalyst facilitates the given reaction. Reactant: [CH3:1][N:2]1[C:6]([CH3:7])=[C:5]([C:8](Cl)=[O:9])[C:4]([CH3:11])=[N:3]1.[CH3:12][O:13][C:14]([C:23]1[C:29]([CH2:30][CH2:31][CH3:32])=[CH:28][C:26]([NH2:27])=[C:25]([CH3:33])[CH:24]=1)([C:19]([F:22])([F:21])[F:20])[C:15]([F:18])([F:17])[F:16].C(N(CC)CC)C. Product: [CH3:12][O:13][C:14]([C:23]1[C:29]([CH2:30][CH2:31][CH3:32])=[CH:28][C:26]([NH:27][C:8]([C:5]2[C:4]([CH3:11])=[N:3][N:2]([CH3:1])[C:6]=2[CH3:7])=[O:9])=[C:25]([CH3:33])[CH:24]=1)([C:15]([F:16])([F:17])[F:18])[C:19]([F:20])([F:22])[F:21]. The catalyst class is: 54.